This data is from Forward reaction prediction with 1.9M reactions from USPTO patents (1976-2016). The task is: Predict the product of the given reaction. (1) Given the reactants [CH3:1][N:2]1[C:10]2[C:5](=[CH:6][CH:7]=[C:8]([C:11]([O-:13])=O)[CH:9]=2)[C:4]([N:14]2[CH2:19][CH2:18][N:17]([CH3:20])[CH2:16][CH2:15]2)=[N:3]1.[Li+].C(Cl)CCl.C1C=CC2N(O)N=NC=2C=1.CCN(CC)CC.[Cl:43][C:44]1[CH:51]=[C:50]([Cl:52])[CH:49]=[CH:48][C:45]=1[CH2:46][NH2:47], predict the reaction product. The product is: [Cl:43][C:44]1[CH:51]=[C:50]([Cl:52])[CH:49]=[CH:48][C:45]=1[CH2:46][NH:47][C:11]([C:8]1[CH:9]=[C:10]2[C:5]([C:4]([N:14]3[CH2:15][CH2:16][N:17]([CH3:20])[CH2:18][CH2:19]3)=[N:3][N:2]2[CH3:1])=[CH:6][CH:7]=1)=[O:13]. (2) Given the reactants C([O:5][C:6](=[O:29])[CH2:7][CH2:8][CH:9]([C:26](=[O:28])[NH2:27])[NH:10][C:11](=[O:25])[C:12]1[CH:17]=[CH:16][C:15]([NH:18][C:19]2[N:24]=[CH:23][CH:22]=[CH:21][N:20]=2)=[CH:14][CH:13]=1)(C)(C)C.C(O)(C(F)(F)F)=O, predict the reaction product. The product is: [C:26]([CH:9]([NH:10][C:11](=[O:25])[C:12]1[CH:17]=[CH:16][C:15]([NH:18][C:19]2[N:24]=[CH:23][CH:22]=[CH:21][N:20]=2)=[CH:14][CH:13]=1)[CH2:8][CH2:7][C:6]([OH:29])=[O:5])(=[O:28])[NH2:27]. (3) Given the reactants [CH3:1][N:2]1[CH2:7][CH2:6][C:5]([CH2:14][NH2:15])([C:8]2[CH:13]=[CH:12][CH:11]=[CH:10][CH:9]=2)[CH2:4][CH2:3]1.[C:16]([C:18]1[C:19]([O:33][CH3:34])=[C:20]([C:30](Cl)=[O:31])[C:21]2[C:26]([C:27]=1[O:28][CH3:29])=[CH:25][CH:24]=[CH:23][CH:22]=2)#[N:17], predict the reaction product. The product is: [CH3:1][N:2]1[CH2:7][CH2:6][C:5]([C:8]2[CH:13]=[CH:12][CH:11]=[CH:10][CH:9]=2)([CH2:14][NH:15][C:30]([C:20]2[C:21]3[C:26](=[CH:25][CH:24]=[CH:23][CH:22]=3)[C:27]([O:28][CH3:29])=[C:18]([C:16]#[N:17])[C:19]=2[O:33][CH3:34])=[O:31])[CH2:4][CH2:3]1. (4) Given the reactants [CH:1]1[CH:2]=[C:3]([N:9]2[CH2:14][CH2:13][N:12]([CH2:15][CH2:16][CH2:17][CH2:18][O:19][C:20]3[CH:21]=[CH:22][C:23]4[CH2:30][CH2:29][C:27](=[O:28])[NH:26][C:24]=4[CH:25]=3)[CH2:11][CH2:10]2)[C:4]([Cl:8])=[C:5]([Cl:7])[CH:6]=1.[H-].[Na+].[I-].[Na+].[OH2:35].O1[CH2:41][CH2:40][O:39][CH2:38]C1, predict the reaction product. The product is: [C:40]([O:39][CH2:38][N:26]1[C:24]2[C:23](=[CH:22][CH:21]=[C:20]([O:19][CH2:18][CH2:17][CH2:16][CH2:15][N:12]3[CH2:13][CH2:14][N:9]([C:3]4[CH:2]=[CH:1][CH:6]=[C:5]([Cl:7])[C:4]=4[Cl:8])[CH2:10][CH2:11]3)[CH:25]=2)[CH2:30][CH2:29][C:27]1=[O:28])(=[O:35])[CH2:41][CH2:22][CH2:21][CH2:20][CH2:25][CH2:24][CH2:23][CH2:30][CH3:29]. (5) Given the reactants [F:1][CH:2]([F:31])[N:3]1[CH:7]=[C:6]([NH:8][C:9]2[N:14]=[CH:13][N:12]=[C:11]([C:15]3[CH:16]=[CH:17][C:18]([O:23][C@H:24]4[CH2:29][CH2:28][NH:27][CH2:26][C@H:25]4[F:30])=[C:19]([CH:22]=3)[C:20]#[N:21])[N:10]=2)[CH:5]=[N:4]1.[OH:32][CH2:33][CH2:34][C:35](O)=[O:36], predict the reaction product. The product is: [F:31][CH:2]([F:1])[N:3]1[CH:7]=[C:6]([NH:8][C:9]2[N:14]=[CH:13][N:12]=[C:11]([C:15]3[CH:16]=[CH:17][C:18]([O:23][C@H:24]4[CH2:29][CH2:28][N:27]([C:33](=[O:32])[CH2:34][CH2:35][OH:36])[CH2:26][C@H:25]4[F:30])=[C:19]([CH:22]=3)[C:20]#[N:21])[N:10]=2)[CH:5]=[N:4]1.